From a dataset of NCI-60 drug combinations with 297,098 pairs across 59 cell lines. Regression. Given two drug SMILES strings and cell line genomic features, predict the synergy score measuring deviation from expected non-interaction effect. (1) Drug 1: CCC1(CC2CC(C3=C(CCN(C2)C1)C4=CC=CC=C4N3)(C5=C(C=C6C(=C5)C78CCN9C7C(C=CC9)(C(C(C8N6C)(C(=O)OC)O)OC(=O)C)CC)OC)C(=O)OC)O.OS(=O)(=O)O. Drug 2: C1CN(P(=O)(OC1)NCCCl)CCCl. Cell line: SNB-19. Synergy scores: CSS=4.78, Synergy_ZIP=-1.48, Synergy_Bliss=1.41, Synergy_Loewe=-2.63, Synergy_HSA=1.13. (2) Drug 1: CC1=C(C(=O)C2=C(C1=O)N3CC4C(C3(C2COC(=O)N)OC)N4)N. Drug 2: COC1=C2C(=CC3=C1OC=C3)C=CC(=O)O2. Cell line: NCI-H226. Synergy scores: CSS=7.62, Synergy_ZIP=-3.10, Synergy_Bliss=0.415, Synergy_Loewe=-13.5, Synergy_HSA=-1.39. (3) Drug 1: CCC(=C(C1=CC=CC=C1)C2=CC=C(C=C2)OCCN(C)C)C3=CC=CC=C3.C(C(=O)O)C(CC(=O)O)(C(=O)O)O. Drug 2: CC1CCC2CC(C(=CC=CC=CC(CC(C(=O)C(C(C(=CC(C(=O)CC(OC(=O)C3CCCCN3C(=O)C(=O)C1(O2)O)C(C)CC4CCC(C(C4)OC)OCCO)C)C)O)OC)C)C)C)OC. Cell line: OVCAR-5. Synergy scores: CSS=19.7, Synergy_ZIP=2.17, Synergy_Bliss=7.12, Synergy_Loewe=-39.4, Synergy_HSA=2.22. (4) Drug 1: CC1=C(C=C(C=C1)C(=O)NC2=CC(=CC(=C2)C(F)(F)F)N3C=C(N=C3)C)NC4=NC=CC(=N4)C5=CN=CC=C5. Drug 2: CC=C1C(=O)NC(C(=O)OC2CC(=O)NC(C(=O)NC(CSSCCC=C2)C(=O)N1)C(C)C)C(C)C. Cell line: SK-OV-3. Synergy scores: CSS=12.9, Synergy_ZIP=3.01, Synergy_Bliss=1.57, Synergy_Loewe=-50.0, Synergy_HSA=-2.50. (5) Drug 1: CC1=C(C=C(C=C1)NC(=O)C2=CC=C(C=C2)CN3CCN(CC3)C)NC4=NC=CC(=N4)C5=CN=CC=C5. Drug 2: CCC1(C2=C(COC1=O)C(=O)N3CC4=CC5=C(C=CC(=C5CN(C)C)O)N=C4C3=C2)O.Cl. Cell line: IGROV1. Synergy scores: CSS=17.6, Synergy_ZIP=-5.42, Synergy_Bliss=-1.28, Synergy_Loewe=-41.5, Synergy_HSA=-4.32.